From a dataset of Catalyst prediction with 721,799 reactions and 888 catalyst types from USPTO. Predict which catalyst facilitates the given reaction. (1) The catalyst class is: 15. Reactant: [S:1]1[C:5]2[CH:6]=[C:7]([CH2:10]O)[CH:8]=[CH:9][C:4]=2[N:3]=[CH:2]1.[BrH:12]. Product: [Br:12][CH2:10][C:7]1[CH:8]=[CH:9][C:4]2[N:3]=[CH:2][S:1][C:5]=2[CH:6]=1. (2) Reactant: [H-].C([Al+]CC(C)C)C(C)C.[CH2:11]([N:13]1[C:17]2=[N:18][CH:19]=[C:20]([C:29](OCC)=[O:30])[C:21]([NH:22][CH:23]3[CH2:28][CH2:27][O:26][CH2:25][CH2:24]3)=[C:16]2[CH:15]=[N:14]1)[CH3:12]. Product: [CH2:11]([N:13]1[C:17]2=[N:18][CH:19]=[C:20]([CH2:29][OH:30])[C:21]([NH:22][CH:23]3[CH2:24][CH2:25][O:26][CH2:27][CH2:28]3)=[C:16]2[CH:15]=[N:14]1)[CH3:12]. The catalyst class is: 4. (3) Reactant: [Br:1][CH2:2][CH:3]([OH:6])[CH2:4][Br:5].[CH3:7][O:8][CH2:9]OC. Product: [Br:1][CH2:2][CH:3]([O:6][CH2:7][O:8][CH3:9])[CH2:4][Br:5]. The catalyst class is: 4. (4) Reactant: [CH:1]1([C:6]2[CH:12]=[CH:11][C:9]([NH2:10])=[CH:8][CH:7]=2)[CH2:5][CH2:4][CH2:3][CH2:2]1.C1C(=O)N([Br:20])C(=O)C1.O. Product: [Br:20][C:11]1[CH:12]=[C:6]([CH:1]2[CH2:2][CH2:3][CH2:4][CH2:5]2)[CH:7]=[CH:8][C:9]=1[NH2:10]. The catalyst class is: 3. (5) Reactant: O[C@H]1C[NH:5][C@H](C(O)=O)C1.[F:10][C:11]1[CH:12]=[C:13]([C:16]([O:18][CH3:19])=[O:17])[NH:14][CH:15]=1.[NH2:20][N:21]1[CH:25]=[C:24]([F:26])[CH:23]=[C:22]1[C:27]([O:29][CH3:30])=[O:28]. Product: [F:10][C:11]1[CH:12]=[C:13]([C:16]([O:18][CH3:19])=[O:17])[NH:14][CH:15]=1.[NH2:20][N:21]1[CH:25]=[C:24]([F:26])[CH:23]=[C:22]1[C:27]([O:29][CH3:30])=[O:28].[NH2:20][N:21]1[CH:25]=[C:24]([F:26])[CH:23]=[C:22]1[C:27]([NH2:5])=[O:29]. The catalyst class is: 547. (6) Reactant: [Cl:1][C:2]1[CH:3]=[C:4]2[C:12](=[C:13]([N+:15]([O-])=O)[CH:14]=1)[NH:11][C:10]1[CH:9]=[N:8][CH:7]=[C:6]([NH:18][C:19](=[O:24])[C:20]([F:23])([F:22])[F:21])[C:5]2=1. Product: [NH2:15][C:13]1[CH:14]=[C:2]([Cl:1])[CH:3]=[C:4]2[C:12]=1[NH:11][C:10]1[CH:9]=[N:8][CH:7]=[C:6]([NH:18][C:19](=[O:24])[C:20]([F:23])([F:22])[F:21])[C:5]2=1. The catalyst class is: 5. (7) Reactant: [Br:1][C:2]1[CH:7]=[CH:6][C:5]([C@H:8]([NH:12][C@@H:13]([CH2:23][CH:24]([CH3:26])[CH3:25])[CH2:14][O:15][Si](C(C)(C)C)(C)C)[CH:9]([F:11])[F:10])=[CH:4][CH:3]=1.C1C=CN=CC=1.F.C(=O)(O)[O-].[Na+].C(OCC)(=O)C. Product: [Br:1][C:2]1[CH:7]=[CH:6][C:5]([C@H:8]([NH:12][C@@H:13]([CH2:23][CH:24]([CH3:26])[CH3:25])[CH2:14][OH:15])[CH:9]([F:11])[F:10])=[CH:4][CH:3]=1. The catalyst class is: 23.